From a dataset of Reaction yield outcomes from USPTO patents with 853,638 reactions. Predict the reaction yield, written as a fraction of the theoretical maximum amount of product (1.0 means a 100% yield; for example, 0.34 means a 34% yield). (1) The reactants are [CH3:1][O:2][CH2:3][CH2:4][NH2:5].C(N(CC)C(C)C)(C)C.[CH3:15][S:16](Cl)(=[O:18])=[O:17]. The catalyst is C(Cl)Cl. The product is [CH3:1][O:2][CH2:3][CH2:4][NH:5][S:16]([CH3:15])(=[O:18])=[O:17]. The yield is 0.710. (2) The reactants are Cl[C:2]1[N:7]=[C:6]([C:8]2[N:12]3[CH:13]=[CH:14][CH:15]=[CH:16][C:11]3=[N:10][C:9]=2[C:17]2[CH:18]=[C:19]([CH:31]=[CH:32][CH:33]=2)[C:20]([NH:22][C:23]2[C:28]([F:29])=[CH:27][CH:26]=[CH:25][C:24]=2[F:30])=[O:21])[CH:5]=[CH:4][N:3]=1.[CH2:34]([O:36][C:37]1[CH:42]=[C:41]([N:43]2[CH2:48][CH2:47][N:46]([CH:49]([CH3:51])[CH3:50])[CH2:45][CH2:44]2)[CH:40]=[CH:39][C:38]=1[NH2:52])[CH3:35].Cl.O1CCOCC1.C[O-].[Na+]. The catalyst is FC(F)(F)CO.CO.C(Cl)Cl.CCCCCC. The product is [F:30][C:24]1[CH:25]=[CH:26][CH:27]=[C:28]([F:29])[C:23]=1[NH:22][C:20](=[O:21])[C:19]1[CH:31]=[CH:32][CH:33]=[C:17]([C:9]2[N:10]=[C:11]3[CH:16]=[CH:15][CH:14]=[CH:13][N:12]3[C:8]=2[C:6]2[CH:5]=[CH:4][N:3]=[C:2]([NH:52][C:38]3[CH:39]=[CH:40][C:41]([N:43]4[CH2:48][CH2:47][N:46]([CH:49]([CH3:50])[CH3:51])[CH2:45][CH2:44]4)=[CH:42][C:37]=3[O:36][CH2:34][CH3:35])[N:7]=2)[CH:18]=1. The yield is 0.660. (3) The reactants are [H-].[Na+].[NH:3]1[C:11]2[C:6](=[CH:7][CH:8]=[CH:9][CH:10]=2)[C:5]([C:12]([OH:14])=[O:13])=[CH:4]1.Cl[CH2:16][O:17][C:18](=[O:23])[C:19]([CH3:22])([CH3:21])[CH3:20].O. The yield is 0.790. The product is [CH3:20][C:19]([CH3:22])([CH3:21])[C:18]([O:17][CH2:16][N:3]1[C:11]2[C:6](=[CH:7][CH:8]=[CH:9][CH:10]=2)[C:5]([C:12]([OH:14])=[O:13])=[CH:4]1)=[O:23]. The catalyst is CN(C)C=O. (4) The catalyst is CO.O. The reactants are [C:1]([O:5][C:6](=[O:25])[NH:7][CH2:8][CH2:9][CH2:10][CH2:11][S:12][C:13]1[CH:18]=[C:17]([N+:19]([O-:21])=[O:20])[CH:16]=[C:15]([N+:22]([O-:24])=[O:23])[CH:14]=1)([CH3:4])([CH3:3])[CH3:2].I([O-])(=O)(=O)=[O:27].[Na+]. The yield is 0.990. The product is [C:1]([O:5][C:6](=[O:25])[NH:7][CH2:8][CH2:9][CH2:10][CH2:11][S:12]([C:13]1[CH:18]=[C:17]([N+:19]([O-:21])=[O:20])[CH:16]=[C:15]([N+:22]([O-:24])=[O:23])[CH:14]=1)=[O:27])([CH3:4])([CH3:2])[CH3:3]. (5) The reactants are [C:1]([C:5]1[N:10]=[C:9]([N:11]2[CH2:16][CH2:15][N:14]([CH2:17][CH2:18][CH2:19][CH2:20][NH:21][C:22]([C:24]3[N:25]=[C:26]4[CH:31]=[CH:30][CH:29]=[C:28]([CH2:32]O)[N:27]4[CH:34]=3)=[O:23])[CH2:13][CH2:12]2)[CH:8]=[C:7]([C:35]([F:38])([F:37])[F:36])[N:6]=1)([CH3:4])([CH3:3])[CH3:2].[CH2:39]([N:41](CC)[CH2:42]C)C.CS(Cl)(=O)=O.CNC. The catalyst is ClCCl. The product is [C:1]([C:5]1[N:10]=[C:9]([N:11]2[CH2:16][CH2:15][N:14]([CH2:17][CH2:18][CH2:19][CH2:20][NH:21][C:22]([C:24]3[N:25]=[C:26]4[CH:31]=[CH:30][CH:29]=[C:28]([CH2:32][N:41]([CH3:42])[CH3:39])[N:27]4[CH:34]=3)=[O:23])[CH2:13][CH2:12]2)[CH:8]=[C:7]([C:35]([F:36])([F:38])[F:37])[N:6]=1)([CH3:2])([CH3:4])[CH3:3]. The yield is 0.230. (6) The reactants are Br[C:2]1[CH:13]=[CH:12][C:5]2[N:6]3[CH2:11][C@@H:9]([NH:10][C:4]=2[CH:3]=1)[CH2:8][CH2:7]3.[F:14][C:15]([F:26])([F:25])[C:16]1[CH:17]=[C:18](B(O)O)[CH:19]=[CH:20][CH:21]=1.C([O-])([O-])=O.[Cs+].[Cs+]. The catalyst is O1CCOCC1.O.C1C=CC(P(C2C=CC=CC=2)[C-]2C=CC=C2)=CC=1.C1C=CC(P(C2C=CC=CC=2)[C-]2C=CC=C2)=CC=1.Cl[Pd]Cl.[Fe+2]. The product is [F:14][C:15]([F:26])([F:25])[C:16]1[CH:21]=[C:20]([C:2]2[CH:13]=[CH:12][C:5]3[N:6]4[CH2:11][C@@H:9]([NH:10][C:4]=3[CH:3]=2)[CH2:8][CH2:7]4)[CH:19]=[CH:18][CH:17]=1. The yield is 0.950. (7) The reactants are [Cl:1][C:2]1[C:3]([CH:13](OC)[O:14]C)=[CH:4][C:5]([CH2:8][CH2:9][CH2:10][O:11][CH3:12])=[N:6][CH:7]=1.CCOC(C)=O.[OH-].[Na+]. The catalyst is Cl. The product is [Cl:1][C:2]1[C:3]([CH:13]=[O:14])=[CH:4][C:5]([CH2:8][CH2:9][CH2:10][O:11][CH3:12])=[N:6][CH:7]=1. The yield is 0.990.